This data is from NCI-60 drug combinations with 297,098 pairs across 59 cell lines. The task is: Regression. Given two drug SMILES strings and cell line genomic features, predict the synergy score measuring deviation from expected non-interaction effect. (1) Drug 1: C1CCN(CC1)CCOC2=CC=C(C=C2)C(=O)C3=C(SC4=C3C=CC(=C4)O)C5=CC=C(C=C5)O. Drug 2: CC=C1C(=O)NC(C(=O)OC2CC(=O)NC(C(=O)NC(CSSCCC=C2)C(=O)N1)C(C)C)C(C)C. Cell line: RPMI-8226. Synergy scores: CSS=12.9, Synergy_ZIP=9.00, Synergy_Bliss=10.3, Synergy_Loewe=-33.8, Synergy_HSA=-1.94. (2) Drug 1: CC12CCC(CC1=CCC3C2CCC4(C3CC=C4C5=CN=CC=C5)C)O. Drug 2: C(CN)CNCCSP(=O)(O)O. Cell line: K-562. Synergy scores: CSS=13.8, Synergy_ZIP=-1.76, Synergy_Bliss=-3.77, Synergy_Loewe=-10.7, Synergy_HSA=-6.55. (3) Drug 1: CC12CCC(CC1=CCC3C2CCC4(C3CC=C4C5=CN=CC=C5)C)O. Drug 2: CN1C2=C(C=C(C=C2)N(CCCl)CCCl)N=C1CCCC(=O)O.Cl. Cell line: T-47D. Synergy scores: CSS=1.95, Synergy_ZIP=-3.80, Synergy_Bliss=1.87, Synergy_Loewe=0.291, Synergy_HSA=1.69. (4) Drug 1: C1CCC(C1)C(CC#N)N2C=C(C=N2)C3=C4C=CNC4=NC=N3. Drug 2: N.N.Cl[Pt+2]Cl. Cell line: HCT116. Synergy scores: CSS=2.45, Synergy_ZIP=1.63, Synergy_Bliss=1.02, Synergy_Loewe=-3.05, Synergy_HSA=-2.87. (5) Drug 1: CCC1=C2CN3C(=CC4=C(C3=O)COC(=O)C4(CC)O)C2=NC5=C1C=C(C=C5)O. Drug 2: N.N.Cl[Pt+2]Cl. Cell line: HS 578T. Synergy scores: CSS=6.51, Synergy_ZIP=-5.66, Synergy_Bliss=-3.21, Synergy_Loewe=-1.68, Synergy_HSA=-0.978. (6) Drug 1: C1=C(C(=O)NC(=O)N1)F. Drug 2: CC1=C(C=C(C=C1)NC(=O)C2=CC=C(C=C2)CN3CCN(CC3)C)NC4=NC=CC(=N4)C5=CN=CC=C5. Cell line: UACC-257. Synergy scores: CSS=18.1, Synergy_ZIP=-2.18, Synergy_Bliss=-0.270, Synergy_Loewe=-1.27, Synergy_HSA=-0.702. (7) Drug 1: C1=NC2=C(N1)C(=S)N=C(N2)N. Drug 2: CN(CCCl)CCCl.Cl. Cell line: LOX IMVI. Synergy scores: CSS=39.3, Synergy_ZIP=-2.48, Synergy_Bliss=-4.41, Synergy_Loewe=-11.1, Synergy_HSA=-2.37.